This data is from Catalyst prediction with 721,799 reactions and 888 catalyst types from USPTO. The task is: Predict which catalyst facilitates the given reaction. (1) Reactant: C[O:2]/[CH:3]=[CH:4]/[C:5]1[CH:6]=[C:7]([CH:12]=[CH:13][CH:14]=1)[C:8]([O:10][CH3:11])=[O:9].Cl. Product: [O:2]=[CH:3][CH2:4][C:5]1[CH:6]=[C:7]([CH:12]=[CH:13][CH:14]=1)[C:8]([O:10][CH3:11])=[O:9]. The catalyst class is: 7. (2) Reactant: [Cl:1][C:2]1[C:10]2[CH:9]([CH2:11][C:12]([O:14][CH2:15][CH3:16])=[O:13])[O:8][B:7]([OH:17])[C:6]=2[CH:5]=[C:4]([OH:18])[CH:3]=1.[H-].[Na+].[CH3:21][N:22]([CH3:26])[C:23](Cl)=[O:24]. Product: [Cl:1][C:2]1[C:10]2[CH:9]([CH2:11][C:12]([O:14][CH2:15][CH3:16])=[O:13])[O:8][B:7]([OH:17])[C:6]=2[CH:5]=[C:4]([O:18][C:23](=[O:24])[N:22]([CH3:26])[CH3:21])[CH:3]=1. The catalyst class is: 3. (3) Reactant: C[Si]([N-][Si](C)(C)C)(C)C.[Na+].[CH2:11]([O:13][C:14]1[CH:15]=[C:16]([CH:18]=[CH:19][CH:20]=1)[NH2:17])[CH3:12].[C:21]1([CH3:29])[CH:26]=[CH:25][C:24]([C:27]#[N:28])=[CH:23][CH:22]=1.ClCCl. Product: [CH2:11]([O:13][C:14]1[CH:15]=[C:16]([NH:17][C:27]([C:24]2[CH:25]=[CH:26][C:21]([CH3:29])=[CH:22][CH:23]=2)=[NH:28])[CH:18]=[CH:19][CH:20]=1)[CH3:12]. The catalyst class is: 334. (4) Reactant: P(Cl)(Cl)(Cl)(Cl)[Cl:2].[O:7]=[C:8]1[C:17]2[C:12](=[CH:13][CH:14]=[CH:15][CH:16]=2)[NH:11][C:10](=S)[N:9]1[C:19]1[CH:28]=[CH:27][CH:26]=[CH:25][C:20]=1[C:21]([O:23][CH3:24])=[O:22]. Product: [Cl:2][C:10]1[N:9]([C:19]2[CH:28]=[CH:27][CH:26]=[CH:25][C:20]=2[C:21]([O:23][CH3:24])=[O:22])[C:8](=[O:7])[C:17]2[C:12](=[CH:13][CH:14]=[CH:15][CH:16]=2)[N:11]=1. The catalyst class is: 286. (5) Reactant: [OH:1][CH2:2][C:3]#[C:4][C:5]1[CH:10]=[CH:9][C:8]([S:11]([NH:14][CH2:15][C:16]2[CH:30]=[CH:29][C:19]([C:20]([NH:22][C:23]3[CH:24]=[N:25][CH:26]=[CH:27][CH:28]=3)=[O:21])=[CH:18][CH:17]=2)(=[O:13])=[O:12])=[CH:7][CH:6]=1. Product: [OH:1][CH2:2][CH2:3][CH2:4][C:5]1[CH:6]=[CH:7][C:8]([S:11]([NH:14][CH2:15][C:16]2[CH:30]=[CH:29][C:19]([C:20]([NH:22][C:23]3[CH:24]=[N:25][CH:26]=[CH:27][CH:28]=3)=[O:21])=[CH:18][CH:17]=2)(=[O:13])=[O:12])=[CH:9][CH:10]=1. The catalyst class is: 50.